Dataset: Tyrosyl-DNA phosphodiesterase HTS with 341,365 compounds. Task: Binary Classification. Given a drug SMILES string, predict its activity (active/inactive) in a high-throughput screening assay against a specified biological target. The molecule is Brc1cc(C(=O)N2CCN(CC2)c2nnc(N3CCOCC3)cc2)cnc1. The result is 0 (inactive).